From a dataset of Forward reaction prediction with 1.9M reactions from USPTO patents (1976-2016). Predict the product of the given reaction. (1) Given the reactants [Cl:1][C:2]1[CH:7]=[CH:6][C:5]([N:8]2[C:12]([C:13]3[CH:18]=[CH:17][C:16]([Cl:19])=[CH:15][CH:14]=3)=[CH:11][C:10]([C:20](O)=[O:21])=[C:9]2[CH3:23])=[CH:4][CH:3]=1.Cl.[CH3:25][Si:26]1([CH3:32])[CH2:31][CH2:30][NH:29][CH2:28][CH2:27]1.Cl.CN(C)CCCN=C=NCC.OC1C2N=NNC=2C=CC=1.C(N(CC)CC)C, predict the reaction product. The product is: [Cl:1][C:2]1[CH:3]=[CH:4][C:5]([N:8]2[C:12]([C:13]3[CH:18]=[CH:17][C:16]([Cl:19])=[CH:15][CH:14]=3)=[CH:11][C:10]([C:20]([N:29]3[CH2:30][CH2:31][Si:26]([CH3:32])([CH3:25])[CH2:27][CH2:28]3)=[O:21])=[C:9]2[CH3:23])=[CH:6][CH:7]=1. (2) Given the reactants Br[C:2]1[CH:7]=[CH:6][C:5]([C:8]2([C:11]3[N:15]4[CH2:16][CH2:17][S:18][C:19]([CH2:22][O:23][Si:24]([C:27]([CH3:30])([CH3:29])[CH3:28])([CH3:26])[CH3:25])([CH3:21])[CH2:20][C:14]4=[N:13][N:12]=3)[CH2:10][CH2:9]2)=[CH:4][CH:3]=1.[CH:31]([N:34]1[CH:38]=[C:37](B2OC(C)(C)C(C)(C)O2)[CH:36]=[N:35]1)([CH3:33])[CH3:32].C(=O)([O-])[O-].[K+].[K+], predict the reaction product. The product is: [Si:24]([O:23][CH2:22][C:19]1([CH3:21])[S:18][CH2:17][CH2:16][N:15]2[C:11]([C:8]3([C:5]4[CH:6]=[CH:7][C:2]([C:37]5[CH:36]=[N:35][N:34]([CH:31]([CH3:33])[CH3:32])[CH:38]=5)=[CH:3][CH:4]=4)[CH2:10][CH2:9]3)=[N:12][N:13]=[C:14]2[CH2:20]1)([C:27]([CH3:30])([CH3:29])[CH3:28])([CH3:26])[CH3:25].